From a dataset of Peptide-MHC class I binding affinity with 185,985 pairs from IEDB/IMGT. Regression. Given a peptide amino acid sequence and an MHC pseudo amino acid sequence, predict their binding affinity value. This is MHC class I binding data. (1) The peptide sequence is TRTSPNIPK. The MHC is HLA-A69:01 with pseudo-sequence HLA-A69:01. The binding affinity (normalized) is 0.0847. (2) The peptide sequence is AQMWSLMYF. The MHC is BoLA-D18.4 with pseudo-sequence BoLA-D18.4. The binding affinity (normalized) is 0.535. (3) The peptide sequence is QMRDVLGTF. The MHC is HLA-A26:01 with pseudo-sequence HLA-A26:01. The binding affinity (normalized) is 0.547. (4) The peptide sequence is IPVRRGYTT. The MHC is HLA-A02:01 with pseudo-sequence HLA-A02:01. The binding affinity (normalized) is 0.0847.